Dataset: Full USPTO retrosynthesis dataset with 1.9M reactions from patents (1976-2016). Task: Predict the reactants needed to synthesize the given product. (1) Given the product [Br:18][C:19]1[CH:20]=[CH:21][C:22]([C:25]([CH:27]2[CH2:32][CH2:31][N:30]([C:15](=[O:17])[CH2:14][CH2:13][CH2:12][C:4]3[NH:3][C:2](=[O:1])[C:11]4[C:6](=[CH:7][CH:8]=[CH:9][CH:10]=4)[N:5]=3)[CH2:29][CH2:28]2)=[O:26])=[CH:23][CH:24]=1, predict the reactants needed to synthesize it. The reactants are: [O:1]=[C:2]1[C:11]2[C:6](=[CH:7][CH:8]=[CH:9][CH:10]=2)[N:5]=[C:4]([CH2:12][CH2:13][CH2:14][C:15]([OH:17])=O)[NH:3]1.[Br:18][C:19]1[CH:24]=[CH:23][C:22]([C:25]([CH:27]2[CH2:32][CH2:31][NH:30][CH2:29][CH2:28]2)=[O:26])=[CH:21][CH:20]=1.C(N(CC)CC)C.C(P1(=O)OP(CCC)(=O)OP(CCC)(=O)O1)CC. (2) Given the product [F:20][C:21]1[C:26]([F:27])=[CH:25][CH:24]=[CH:23][C:22]=1[C:2]1[CH:3]=[N:4][C:5]2[N:6]([CH:8]=[C:9]([CH2:11][O:12][C:13]3[CH:18]=[CH:17][N:16]=[C:15]([F:19])[CH:14]=3)[N:10]=2)[CH:7]=1, predict the reactants needed to synthesize it. The reactants are: Br[C:2]1[CH:3]=[N:4][C:5]2[N:6]([CH:8]=[C:9]([CH2:11][O:12][C:13]3[CH:18]=[CH:17][N:16]=[C:15]([F:19])[CH:14]=3)[N:10]=2)[CH:7]=1.[F:20][C:21]1[C:26]([F:27])=[CH:25][CH:24]=[CH:23][C:22]=1B(O)O. (3) Given the product [F:12][C:9]1[CH:8]=[CH:7][C:6]([O:5][C@H:2]([CH3:3])[CH2:16][C:13]#[N:14])=[CH:11][CH:10]=1, predict the reactants needed to synthesize it. The reactants are: Br[C@@H:2]([O:5][C:6]1[CH:11]=[CH:10][C:9]([F:12])=[CH:8][CH:7]=1)[CH2:3]C.[C-:13]#[N:14].[K+].[CH3:16]S(C)=O. (4) Given the product [Cl:1][C:2]1[N:7]=[CH:6][C:5]([C:8]2[CH:20]=[CH:19][C:11]3[N:12]=[C:13]([NH2:15])[S:14][C:10]=3[CH:9]=2)=[CH:4][C:3]=1[NH:21][CH:22]([CH3:24])[CH3:23], predict the reactants needed to synthesize it. The reactants are: [Cl:1][C:2]1[N:7]=[CH:6][C:5]([C:8]2[CH:20]=[CH:19][C:11]3[N:12]=[C:13]([NH:15]C(=O)C)[S:14][C:10]=3[CH:9]=2)=[CH:4][C:3]=1[NH:21][CH:22]([CH3:24])[CH3:23].[OH-].[Na+].O.Cl. (5) Given the product [CH3:2][C:19]1[C:18]([CH2:21][C:22]([OH:24])=[O:23])=[CH:17][CH:16]=[C:15]([N:10]2[CH:14]=[N:13][N:12]=[N:11]2)[N:20]=1, predict the reactants needed to synthesize it. The reactants are: Cl[C:2]1C=CC(N)=NC=1C.[N:10]1([C:15]2[N:20]=[CH:19][C:18]([CH2:21][C:22]([OH:24])=[O:23])=[CH:17][CH:16]=2)[CH:14]=[N:13][N:12]=[N:11]1.